This data is from Peptide-MHC class I binding affinity with 185,985 pairs from IEDB/IMGT. The task is: Regression. Given a peptide amino acid sequence and an MHC pseudo amino acid sequence, predict their binding affinity value. This is MHC class I binding data. (1) The peptide sequence is KAGQYVTIW. The MHC is HLA-B57:01 with pseudo-sequence HLA-B57:01. The binding affinity (normalized) is 0.476. (2) The peptide sequence is EATQLATLR. The MHC is HLA-A33:01 with pseudo-sequence HLA-A33:01. The binding affinity (normalized) is 0.579. (3) The binding affinity (normalized) is 0.593. The MHC is HLA-B27:05 with pseudo-sequence HLA-B27:05. The peptide sequence is RLATVGYPK.